The task is: Predict the reactants needed to synthesize the given product.. This data is from Full USPTO retrosynthesis dataset with 1.9M reactions from patents (1976-2016). (1) Given the product [CH3:21][C:20]([CH3:23])([CH3:22])[C:19]([C:18]1[C:12]2[C:13](=[N:14][CH:15]=[C:10]([C:6]3[CH:5]=[C:4]4[C:9](=[CH:8][CH:7]=3)[N:1]([CH2:45][C:46]3[CH:51]=[CH:50][CH:49]=[CH:48][N:47]=3)[CH:2]=[CH:3]4)[N:11]=2)[N:16]([CH2:25][O:26][CH2:27][CH2:28][Si:29]([CH3:31])([CH3:30])[CH3:32])[CH:17]=1)=[O:24], predict the reactants needed to synthesize it. The reactants are: [NH:1]1[C:9]2[C:4](=[CH:5][C:6]([C:10]3[N:11]=[C:12]4[C:18]([C:19](=[O:24])[C:20]([CH3:23])([CH3:22])[CH3:21])=[CH:17][N:16]([CH2:25][O:26][CH2:27][CH2:28][Si:29]([CH3:32])([CH3:31])[CH3:30])[C:13]4=[N:14][CH:15]=3)=[CH:7][CH:8]=2)[CH:3]=[CH:2]1.C[Si]([N-][Si](C)(C)C)(C)C.[Na+].Cl.Cl[CH2:45][C:46]1[CH:51]=[CH:50][CH:49]=[CH:48][N:47]=1.C(=O)(O)[O-].[Na+]. (2) Given the product [C:30]([NH:32][CH:21]([C:4]1[CH:3]=[C:2]([Cl:1])[CH:7]=[CH:6][C:5]=1[CH:8]1[CH2:14][CH:13]2[N:15]([C:16]([O:18][CH2:19][CH3:20])=[O:17])[CH:10]([CH2:11][CH2:12]2)[CH2:9]1)[CH2:22][CH3:23])(=[O:25])[CH3:31], predict the reactants needed to synthesize it. The reactants are: [Cl:1][C:2]1[CH:7]=[CH:6][C:5]([CH:8]2[CH2:14][CH:13]3[N:15]([C:16]([O:18][CH2:19][CH3:20])=[O:17])[CH:10]([CH2:11][CH2:12]3)[CH2:9]2)=[C:4]([CH:21](O)[CH2:22][CH3:23])[CH:3]=1.[OH:25]S(O)(=O)=O.[C:30](#[N:32])[CH3:31]. (3) The reactants are: [H-].[Na+].[N+:3]([C:6]1[CH:11]=[CH:10][C:9]([NH:12][C:13](=[O:21])[CH2:14][C:15]2[CH:20]=[CH:19][CH:18]=[CH:17][N:16]=2)=[CH:8][CH:7]=1)([O-:5])=[O:4].CI.[C:24](OCC)(=O)C. Given the product [N+:3]([C:6]1[CH:7]=[CH:8][C:9]([NH:12][C:13](=[O:21])[CH:14]([C:15]2[CH:20]=[CH:19][CH:18]=[CH:17][N:16]=2)[CH3:24])=[CH:10][CH:11]=1)([O-:5])=[O:4], predict the reactants needed to synthesize it. (4) The reactants are: [Cl:1][C:2]1[N:3]=[C:4]2[CH:12]=[C:11]([Cl:13])[CH:10]=[N:9][C:5]2=[N:6][C:7]=1Cl.[CH3:14][C@H:15]1[CH2:20][NH:19][CH2:18][CH2:17][N:16]1[C:21]([O:23][C:24]([CH3:27])([CH3:26])[CH3:25])=[O:22].[NH4+].[Cl-]. Given the product [Cl:1][C:2]1[N:3]=[C:4]2[CH:12]=[C:11]([Cl:13])[CH:10]=[N:9][C:5]2=[N:6][C:7]=1[N:19]1[CH2:18][CH2:17][N:16]([C:21]([O:23][C:24]([CH3:27])([CH3:26])[CH3:25])=[O:22])[C@@H:15]([CH3:14])[CH2:20]1, predict the reactants needed to synthesize it.